The task is: Predict the reaction yield, written as a fraction of the theoretical maximum amount of product (1.0 means a 100% yield; for example, 0.34 means a 34% yield).. This data is from Reaction yield outcomes from USPTO patents with 853,638 reactions. The reactants are [C:1]1([CH2:11][OH:12])[C:10]2[C:5](=[CH:6][CH:7]=[CH:8][CH:9]=2)[CH:4]=[CH:3][CH:2]=1.CC(C)([O-])C.[K+].[C:19]([C:21]1[CH:22]=[C:23]([CH:28]=[CH:29][C:30]=1F)[C:24](OC)=[O:25])#[N:20].[OH-].[Li+].Cl.[CH3:35][S:36]([NH2:39])(=[O:38])=[O:37].Cl.CN(C)CCCN=C=NCC. The catalyst is O1CCCC1.CS(C)=O.CN(C)C1C=CN=CC=1.ClCCl. The product is [C:19]([C:21]1[CH:22]=[C:23]([CH:28]=[CH:29][C:30]=1[O:12][CH2:11][C:1]1[C:10]2[C:5](=[CH:6][CH:7]=[CH:8][CH:9]=2)[CH:4]=[CH:3][CH:2]=1)[C:24]([NH:39][S:36]([CH3:35])(=[O:38])=[O:37])=[O:25])#[N:20]. The yield is 0.0900.